This data is from Catalyst prediction with 721,799 reactions and 888 catalyst types from USPTO. The task is: Predict which catalyst facilitates the given reaction. (1) Reactant: [OH:1][C:2]1[CH:3]=[C:4]2[C:8](=[CH:9][CH:10]=1)[NH:7][CH:6]=[C:5]2[CH3:11].[NH2:12][C:13]1[CH:18]=[C:17](Cl)[CH:16]=[CH:15][N:14]=1.[H-].[Na+].CS(C)=O. Product: [CH3:11][C:5]1[C:4]2[C:8](=[CH:9][CH:10]=[C:2]([O:1][C:17]3[CH:16]=[CH:15][N:14]=[C:13]([NH2:12])[CH:18]=3)[CH:3]=2)[NH:7][CH:6]=1. The catalyst class is: 6. (2) Reactant: Br[C:2]1[CH:3]=[C:4]2[C:9](=[CH:10][CH:11]=1)[N:8]=[C:7]([CH3:12])[C:6]([C:13](=[O:18])[C:14]([F:17])([F:16])[F:15])=[C:5]2[C:19]1[CH:24]=[CH:23][C:22]([F:25])=[CH:21][CH:20]=1.[CH3:26][N:27]([CH3:33])[CH:28]1[CH2:32][CH2:31][NH:30][CH2:29]1. Product: [CH3:26][N:27]([CH3:33])[CH:28]1[CH2:32][CH2:31][N:30]([C:2]2[CH:3]=[C:4]3[C:9](=[CH:10][CH:11]=2)[N:8]=[C:7]([CH3:12])[C:6]([C:13](=[O:18])[C:14]([F:17])([F:16])[F:15])=[C:5]3[C:19]2[CH:24]=[CH:23][C:22]([F:25])=[CH:21][CH:20]=2)[CH2:29]1. The catalyst class is: 370. (3) Reactant: [C:1]([C:3]1[CH:30]=[CH:29][C:6]([CH2:7][N:8]2[C:12]([CH2:13][NH:14][C:15]3[CH:28]=[CH:27][C:18]4[S:19][C:20]([C:22]([O:24][CH2:25]C)=[O:23])=[CH:21][C:17]=4[CH:16]=3)=[CH:11][N:10]=[CH:9]2)=[CH:5][CH:4]=1)#[N:2].[C:31]1([S:37](Cl)(=[O:39])=[O:38])[CH:36]=[CH:35][CH:34]=[CH:33][CH:32]=1.C1(C)C=CC=CC=1. Product: [C:31]1([S:37]([N:14]([CH2:13][C:12]2[N:8]([CH2:7][C:6]3[CH:5]=[CH:4][C:3]([C:1]#[N:2])=[CH:30][CH:29]=3)[CH:9]=[N:10][CH:11]=2)[C:15]2[CH:28]=[CH:27][C:18]3[S:19][C:20]([C:22]([O:24][CH3:25])=[O:23])=[CH:21][C:17]=3[CH:16]=2)(=[O:39])=[O:38])[CH:36]=[CH:35][CH:34]=[CH:33][CH:32]=1. The catalyst class is: 228.